This data is from Forward reaction prediction with 1.9M reactions from USPTO patents (1976-2016). The task is: Predict the product of the given reaction. (1) Given the reactants [CH:1](S(C)(=O)=O)=[CH2:2].BrBr.N12CCCN=C1CCCCC2.[OH:20][C:21]1[C:22](=[O:32])[C:23]2[C:28]([C:29](=[O:31])[CH:30]=1)=[CH:27][CH:26]=[CH:25][CH:24]=2, predict the reaction product. The product is: [O:20]1[CH:2]=[CH:1][C:30]2[C:29](=[O:31])[C:28]3[C:23]([C:22](=[O:32])[C:21]1=2)=[CH:24][CH:25]=[CH:26][CH:27]=3. (2) The product is: [F:1][C:2]1[CH:3]=[CH:4][C:5]([CH2:8][C:9]2[C:10]([N:16]3[CH2:22][C:21]4[CH:23]=[C:24]([C:40]5[N:41]=[CH:42][C:37]([NH2:36])=[N:38][CH:39]=5)[CH:25]=[CH:26][C:20]=4[O:19][CH2:18][CH2:17]3)=[N:11][CH:12]=[N:13][C:14]=2[CH3:15])=[CH:6][CH:7]=1. Given the reactants [F:1][C:2]1[CH:7]=[CH:6][C:5]([CH2:8][C:9]2[C:10]([N:16]3[CH2:22][C:21]4[CH:23]=[C:24](B5OC(C)(C)C(C)(C)O5)[CH:25]=[CH:26][C:20]=4[O:19][CH2:18][CH2:17]3)=[N:11][CH:12]=[N:13][C:14]=2[CH3:15])=[CH:4][CH:3]=1.[NH2:36][C:37]1[CH:42]=[N:41][C:40](Br)=[CH:39][N:38]=1.C(=O)([O-])[O-].[K+].[K+].O, predict the reaction product. (3) Given the reactants [CH:1]1([C:4](O)=O)[CH2:3][CH2:2]1.Cl.Cl.[C:9]1([NH2:16])[CH:14]=[CH:13][CH:12]=[CH:11][C:10]=1[NH2:15].[OH-].[Na+], predict the reaction product. The product is: [CH:1]1([C:4]2[NH:15][C:10]3[CH:11]=[CH:12][CH:13]=[CH:14][C:9]=3[N:16]=2)[CH2:3][CH2:2]1. (4) Given the reactants [NH2:1][CH:2]([C:10]1[C:15]([O:16][CH3:17])=[CH:14][CH:13]=[CH:12][C:11]=1[O:18][CH3:19])[CH2:3][CH2:4][CH2:5][C:6]([O:8]C)=O.[C:20]1([C:26]2[S:27][CH:28]=[C:29]([CH:31]=O)[N:30]=2)[CH:25]=[CH:24][CH:23]=[CH:22][CH:21]=1, predict the reaction product. The product is: [CH3:19][O:18][C:11]1[CH:12]=[CH:13][CH:14]=[C:15]([O:16][CH3:17])[C:10]=1[CH:2]1[N:1]([CH2:31][C:29]2[N:30]=[C:26]([C:20]3[CH:21]=[CH:22][CH:23]=[CH:24][CH:25]=3)[S:27][CH:28]=2)[C:6](=[O:8])[CH2:5][CH2:4][CH2:3]1. (5) Given the reactants C(OC([NH:8][C:9]1[S:10][C:11]([CH2:19][N:20]2[CH2:25][CH2:24][O:23][CH2:22][CH2:21]2)=[C:12]([C:14]2[O:15][CH:16]=[CH:17][CH:18]=2)[N:13]=1)=O)(C)(C)C, predict the reaction product. The product is: [NH2:8][C:9]1[S:10][C:11]([CH2:19][N:20]2[CH2:21][CH2:22][O:23][CH2:24][CH2:25]2)=[C:12]([C:14]2[O:15][CH:16]=[CH:17][CH:18]=2)[N:13]=1. (6) The product is: [C:16]([SiH2:20][O:21][C:22]([CH3:48])([CH3:49])[CH:23]1[CH2:28][O:27][C:26]2=[C:29]([CH:34]=[CH:35][C:36]3[CH:37]=[CH:38][C:39]([N:42]([CH2:46][CH3:47])[CH2:43][CH2:44][OH:45])=[CH:40][CH:41]=3)[S:30][C:31]([CH:32]=[CH:8][C:7]3[C:6]([CH3:9])([CH3:10])[O:5][C:4](=[C:11]([C:12]#[N:13])[C:14]#[N:15])[C:3]=3[C:1]#[N:2])=[C:25]2[O:24]1)([CH3:17])([CH3:19])[CH3:18]. Given the reactants [C:1]([C:3]1[C:4](=[C:11]([C:14]#[N:15])[C:12]#[N:13])[O:5][C:6]([CH3:10])([CH3:9])[C:7]=1[CH3:8])#[N:2].[C:16]([SiH2:20][O:21][C:22]([CH3:49])([CH3:48])[CH:23]1[CH2:28][O:27][C:26]2=[C:29]([CH:34]=[CH:35][C:36]3[CH:41]=[CH:40][C:39]([N:42]([CH2:46][CH3:47])[CH2:43][CH2:44][OH:45])=[CH:38][CH:37]=3)[S:30][C:31]([CH:32]=O)=[C:25]2[O:24]1)([CH3:19])([CH3:18])[CH3:17].O, predict the reaction product. (7) Given the reactants Br[C:2]1[CH:7]=[CH:6][C:5]([NH:8][C:9]2[N:13]=[C:12]([NH2:14])[NH:11][N:10]=2)=[CH:4][C:3]=1[C:15]([F:18])([F:17])[F:16].[Cl:19][C:20]1[CH:25]=[CH:24][CH:23]=[CH:22][C:21]=1B(O)O.C(=O)([O-])[O-].[K+].[K+].O1CCOCC1, predict the reaction product. The product is: [Cl:19][C:20]1[CH:25]=[CH:24][CH:23]=[CH:22][C:21]=1[C:2]1[CH:7]=[CH:6][C:5]([NH:8][C:9]2[N:13]=[C:12]([NH2:14])[NH:11][N:10]=2)=[CH:4][C:3]=1[C:15]([F:18])([F:17])[F:16].